This data is from Reaction yield outcomes from USPTO patents with 853,638 reactions. The task is: Predict the reaction yield, written as a fraction of the theoretical maximum amount of product (1.0 means a 100% yield; for example, 0.34 means a 34% yield). The reactants are [OH:1][B:2]1[CH2:7][CH:6]=[CH:5][CH:4]([CH2:8][C:9]([O:11][C:12]([CH3:15])([CH3:14])[CH3:13])=[O:10])[O:3]1. The catalyst is CCOC(C)=O.[Pd]. The product is [OH:1][B:2]1[CH2:7][CH2:6][CH2:5][CH:4]([CH2:8][C:9]([O:11][C:12]([CH3:15])([CH3:14])[CH3:13])=[O:10])[O:3]1. The yield is 0.948.